From a dataset of Peptide-MHC class I binding affinity with 185,985 pairs from IEDB/IMGT. Regression. Given a peptide amino acid sequence and an MHC pseudo amino acid sequence, predict their binding affinity value. This is MHC class I binding data. (1) The peptide sequence is VMLLVLCV. The MHC is H-2-Kb with pseudo-sequence H-2-Kb. The binding affinity (normalized) is 0.240. (2) The peptide sequence is YMLENIQVM. The MHC is H-2-Db with pseudo-sequence H-2-Db. The binding affinity (normalized) is 0.893. (3) The peptide sequence is VPRLGDKTF. The MHC is HLA-B51:01 with pseudo-sequence HLA-B51:01. The binding affinity (normalized) is 0.0847. (4) The peptide sequence is HLKVALYRR. The binding affinity (normalized) is 0.152. The MHC is HLA-A11:01 with pseudo-sequence HLA-A11:01. (5) The peptide sequence is YECLYRNRDV. The MHC is HLA-B45:01 with pseudo-sequence HLA-B45:01. The binding affinity (normalized) is 0.277. (6) The peptide sequence is YIASIFMPR. The MHC is HLA-B35:01 with pseudo-sequence HLA-B35:01. The binding affinity (normalized) is 0.0847.